Dataset: Full USPTO retrosynthesis dataset with 1.9M reactions from patents (1976-2016). Task: Predict the reactants needed to synthesize the given product. (1) Given the product [F:10][C:11]1[CH:12]=[CH:13][C:14]2[C:15]3[CH2:24][CH2:23][NH:22][CH2:21][C@@H:20]([CH3:26])[C:16]=3[NH:17][C:18]=2[CH:19]=1, predict the reactants needed to synthesize it. The reactants are: [AlH](CC(C)C)CC(C)C.[F:10][C:11]1[CH:12]=[CH:13][C:14]2[C:15]3[CH2:24][CH2:23][NH:22][C:21](=O)[C@H:20]([CH3:26])[C:16]=3[NH:17][C:18]=2[CH:19]=1. (2) Given the product [Br:1][C:2]1[CH:3]=[C:4]([CH2:8][CH2:9][CH2:10][OH:11])[CH:5]=[CH:6][CH:7]=1, predict the reactants needed to synthesize it. The reactants are: [Br:1][C:2]1[CH:3]=[C:4]([CH2:8][CH2:9][C:10](O)=[O:11])[CH:5]=[CH:6][CH:7]=1.B.C1COCC1. (3) Given the product [OH:17][C:10]1[C:11]2[C:12](=[O:16])[C:13]3[C:4](=[CH:3][C:2]([O:31][CH2:30][C:25]4[CH:26]=[CH:27][CH:28]=[CH:29][N:24]=4)=[CH:15][CH:14]=3)[O:5][C:6]=2[CH:7]=[C:8]([N:18]2[CH2:23][CH2:22][O:21][CH2:20][CH2:19]2)[CH:9]=1, predict the reactants needed to synthesize it. The reactants are: F[C:2]1[CH:3]=[C:4]2[C:13](=[CH:14][CH:15]=1)[C:12](=[O:16])[C:11]1[C:10]([OH:17])=[CH:9][C:8]([N:18]3[CH2:23][CH2:22][O:21][CH2:20][CH2:19]3)=[CH:7][C:6]=1[O:5]2.[N:24]1[CH:29]=[CH:28][CH:27]=[CH:26][C:25]=1[CH2:30][OH:31].C[Si]([N-][Si](C)(C)C)(C)C.[K+]. (4) Given the product [F:9][C:10]1[CH:19]=[C:18]([O:20][CH3:21])[CH:17]=[CH:16][C:11]=1[C:12](=[O:13])[CH2:2][C:1]#[N:3], predict the reactants needed to synthesize it. The reactants are: [C:1](#[N:3])[CH3:2].[Li+].CCC[CH2-].[F:9][C:10]1[CH:19]=[C:18]([O:20][CH3:21])[CH:17]=[CH:16][C:11]=1[C:12](OC)=[O:13].Cl. (5) Given the product [Cl:23][C:20]1[CH:21]=[CH:22][C:17]([S:16][C:5]2[C:4]3[C:8](=[CH:9][CH:10]=[C:2]([C:30]4[CH:35]=[CH:34][CH:33]=[CH:32][CH:31]=4)[CH:3]=3)[N:7]([CH2:11][C:12]([O:14][CH2:39][CH3:40])=[O:13])[C:6]=2[CH3:15])=[CH:18][CH:19]=1, predict the reactants needed to synthesize it. The reactants are: Br[C:2]1[CH:3]=[C:4]2[C:8](=[CH:9][CH:10]=1)[N:7]([CH2:11][C:12]([OH:14])=[O:13])[C:6]([CH3:15])=[C:5]2[S:16][C:17]1[CH:22]=[CH:21][C:20]([Cl:23])=[CH:19][CH:18]=1.C(=O)([O-])[O-].[Na+].[Na+].[C:30]1(B(O)O)[CH:35]=[CH:34][CH:33]=[CH:32][CH:31]=1.[CH2:39](O)[CH3:40]. (6) The reactants are: [F:1][C:2]1([F:15])[CH:7]([C:8]2[CH:13]=[CH:12][C:11]([OH:14])=[CH:10][CH:9]=2)[CH2:6][CH2:5][NH:4][CH2:3]1.Br[CH:17]1[CH2:21][CH2:20][N:19]([CH2:22][C:23]2[CH:28]=[CH:27][C:26]([C:29]([F:32])([F:31])[F:30])=[CH:25][CH:24]=2)[C:18]1=[O:33].C(N(CC)CC)C. Given the product [F:15][C:2]1([F:1])[CH:7]([C:8]2[CH:13]=[CH:12][C:11]([OH:14])=[CH:10][CH:9]=2)[CH2:6][CH2:5][N:4]([CH:17]2[CH2:21][CH2:20][N:19]([CH2:22][C:23]3[CH:28]=[CH:27][C:26]([C:29]([F:32])([F:30])[F:31])=[CH:25][CH:24]=3)[C:18]2=[O:33])[CH2:3]1, predict the reactants needed to synthesize it. (7) Given the product [F:30][C:31]1[CH:51]=[CH:50][CH:49]=[C:48]([F:52])[C:32]=1[CH2:33][O:34][C:35]1[C:36]2[N:37]([C:41]([C:45]([NH:54][CH2:55][CH:56]3[CH2:65][CH2:64][C:63]4[C:58](=[CH:59][CH:60]=[CH:61][CH:62]=4)[N:57]3[C:66]([O:68][C:69]([CH3:72])([CH3:71])[CH3:70])=[O:67])=[O:46])=[C:42]([CH3:44])[N:43]=2)[CH:38]=[CH:39][CH:40]=1, predict the reactants needed to synthesize it. The reactants are: CN(C(ON1N=NC2C=CC=CC1=2)=[N+](C)C)C.[B-](F)(F)(F)F.CN1CCOCC1.[F:30][C:31]1[CH:51]=[CH:50][CH:49]=[C:48]([F:52])[C:32]=1[CH2:33][O:34][C:35]1[C:36]2[N:37]([C:41]([C:45](O)=[O:46])=[C:42]([CH3:44])[N:43]=2)[CH:38]=[CH:39][CH:40]=1.Cl.[NH2:54][CH2:55][CH:56]1[CH2:65][CH2:64][C:63]2[C:58](=[CH:59][CH:60]=[CH:61][CH:62]=2)[N:57]1[C:66]([O:68][C:69]([CH3:72])([CH3:71])[CH3:70])=[O:67]. (8) The reactants are: [N:1]([CH2:4][CH2:5][O:6][C:7]1[CH:12]=[CH:11][C:10]([CH2:13][CH:14]([O:20][C:21]2[CH:26]=[CH:25][C:24]([CH:27]([CH3:29])[CH3:28])=[CH:23][CH:22]=2)[C:15]([O:17][CH2:18][CH3:19])=[O:16])=[CH:9][CH:8]=1)=[N+]=[N-]. Given the product [NH2:1][CH2:4][CH2:5][O:6][C:7]1[CH:8]=[CH:9][C:10]([CH2:13][CH:14]([O:20][C:21]2[CH:22]=[CH:23][C:24]([CH:27]([CH3:28])[CH3:29])=[CH:25][CH:26]=2)[C:15]([O:17][CH2:18][CH3:19])=[O:16])=[CH:11][CH:12]=1, predict the reactants needed to synthesize it. (9) Given the product [CH3:13][O:7][C:6](=[O:8])[C:5]1[C:9]([CH3:11])=[CH:10][C:2]([Br:1])=[CH:3][C:4]=1[CH3:12], predict the reactants needed to synthesize it. The reactants are: [Br:1][C:2]1[CH:10]=[C:9]([CH3:11])[C:5]([C:6]([OH:8])=[O:7])=[C:4]([CH3:12])[CH:3]=1.[C:13]([O-])([O-])=O.[K+].[K+].CI.